Dataset: Full USPTO retrosynthesis dataset with 1.9M reactions from patents (1976-2016). Task: Predict the reactants needed to synthesize the given product. Given the product [Cl:1][C:2]1[CH:7]=[CH:6][C:5]([C:8]2[C:12]3[CH2:13][N:14]([S:17]([CH3:20])(=[O:19])=[O:18])[CH2:15][CH2:16][C:11]=3[N:10]([CH2:21][CH2:22][CH2:23][N:24]3[CH2:29][CH2:28][O:27][CH2:26][CH2:25]3)[N:9]=2)=[CH:4][C:3]=1[C:30]#[C:31][C:32]1[CH:33]=[C:34]([CH2:35][NH:47][CH2:46][CH:43]2[CH2:44][CH2:45][O:40][CH2:41][CH2:42]2)[CH:37]=[CH:38][CH:39]=1, predict the reactants needed to synthesize it. The reactants are: [Cl:1][C:2]1[CH:7]=[CH:6][C:5]([C:8]2[C:12]3[CH2:13][N:14]([S:17]([CH3:20])(=[O:19])=[O:18])[CH2:15][CH2:16][C:11]=3[N:10]([CH2:21][CH2:22][CH2:23][N:24]3[CH2:29][CH2:28][O:27][CH2:26][CH2:25]3)[N:9]=2)=[CH:4][C:3]=1[C:30]#[C:31][C:32]1[CH:33]=[C:34]([CH:37]=[CH:38][CH:39]=1)[CH:35]=O.[O:40]1[CH2:45][CH2:44][CH:43]([CH2:46][NH2:47])[CH2:42][CH2:41]1.[BH-](OC(C)=O)(OC(C)=O)OC(C)=O.[Na+].